This data is from Full USPTO retrosynthesis dataset with 1.9M reactions from patents (1976-2016). The task is: Predict the reactants needed to synthesize the given product. (1) The reactants are: C(OC(N[C@@H](C(C)C)C(O)=O)=O)(C)(C)C.C(OC(NC(C(C)(C)C)C(O)=O)=O)(C)(C)C.[NH2:32][C@H:33]1[C:41]2[C:36](=[CH:37][CH:38]=[CH:39][CH:40]=2)[CH2:35][CH2:34]1.C(OC(=O)NC(C(=O)NC1C2C(=CC=CC=2)CC1O)C(C)(C)C)(C)(C)C.ClNC(=O)[O-].C([O:75][C:76]([C:78]1([NH:83][C:84]([CH:86]2[CH2:90][CH:89]([O:91][C:92]3[C:101]4[C:96](=[CH:97][C:98]([O:102][CH3:103])=[CH:99][CH:100]=4)[N:95]=[C:94]([C:104]4[CH:109]=[CH:108][CH:107]=[CH:106][CH:105]=4)[CH:93]=3)[CH2:88][N:87]2[C:110](=[O:130])[NH:111][CH:112]([C:117](=[O:129])NC2C3C(=CC=CC=3)CC2O)[C:113](C)([CH3:115])[CH3:114])=[O:85])[CH2:80][CH:79]1[CH:81]=[CH2:82])=[O:77])C. Given the product [C@H:33]1([NH:32][C:117]([C@@H:112]([NH:111][C:110]([N:87]2[CH2:88][C@H:89]([O:91][C:92]3[C:101]4[C:96](=[CH:97][C:98]([O:102][CH3:103])=[CH:99][CH:100]=4)[N:95]=[C:94]([C:104]4[CH:105]=[CH:106][CH:107]=[CH:108][CH:109]=4)[CH:93]=3)[CH2:90][C@H:86]2[C:84]([NH:83][C@:78]2([C:76]([OH:77])=[O:75])[CH2:80][C@H:79]2[CH:81]=[CH2:82])=[O:85])=[O:130])[CH:113]([CH3:115])[CH3:114])=[O:129])[C:41]2[C:36](=[CH:37][CH:38]=[CH:39][CH:40]=2)[CH2:35][CH2:34]1, predict the reactants needed to synthesize it. (2) Given the product [CH:15]1([CH2:21][C:22]([NH:14][C:2]2[CH:3]=[CH:4][C:5]3[O:6][C:7]4[CH2:13][CH2:12][CH2:11][CH2:10][C:8]=4[C:9]=3[CH:1]=2)=[O:23])[CH2:20][CH2:19][CH2:18][CH2:17][CH2:16]1, predict the reactants needed to synthesize it. The reactants are: [CH2:1]1[C:9]2[C:8]3[CH:10]=[CH:11][CH:12]=[CH:13][C:7]=3[O:6][C:5]=2[CH2:4][CH2:3][CH:2]1[NH2:14].[CH:15]1([CH2:21][C:22](Cl)=[O:23])[CH2:20][CH2:19][CH2:18][CH2:17][CH2:16]1.C(N(CC)CC)C.